Dataset: Full USPTO retrosynthesis dataset with 1.9M reactions from patents (1976-2016). Task: Predict the reactants needed to synthesize the given product. Given the product [OH:1][C@H:2]([CH:31]1[CH2:32][CH2:33][CH2:34][CH2:35][CH2:36]1)[C:3]([N:5]1[CH2:30][CH2:29][CH2:28][C@H:6]1[C:7]([NH:9][CH2:10][C:11]1[CH:16]=[C:15]([Cl:17])[CH:14]=[CH:13][C:12]=1[CH:18]([NH2:20])[CH3:19])=[O:8])=[O:4], predict the reactants needed to synthesize it. The reactants are: [OH:1][C@H:2]([CH:31]1[CH2:36][CH2:35][CH2:34][CH2:33][CH2:32]1)[C:3]([N:5]1[CH2:30][CH2:29][CH2:28][C@H:6]1[C:7]([NH:9][CH2:10][C:11]1[CH:16]=[C:15]([Cl:17])[CH:14]=[CH:13][C:12]=1[CH:18]([NH:20]C(OC(C)(C)C)=O)[CH3:19])=[O:8])=[O:4].